The task is: Predict which catalyst facilitates the given reaction.. This data is from Catalyst prediction with 721,799 reactions and 888 catalyst types from USPTO. (1) Reactant: Cl[C:2]1[O:3][C:4]([CH2:14][CH2:15][C:16]([OH:18])=[O:17])=[C:5]([C:7]2[CH:12]=[CH:11][C:10]([Cl:13])=[CH:9][CH:8]=2)[N:6]=1.[CH:19]1([SH:25])[CH2:24][CH2:23][CH2:22][CH2:21][CH2:20]1.CN(C)C=O. Product: [Cl:13][C:10]1[CH:11]=[CH:12][C:7]([C:5]2[N:6]=[C:2]([S:25][CH:19]3[CH2:24][CH2:23][CH2:22][CH2:21][CH2:20]3)[O:3][C:4]=2[CH2:14][CH2:15][C:16]([OH:18])=[O:17])=[CH:8][CH:9]=1. The catalyst class is: 6. (2) Reactant: [H-].[Na+].[OH:3][C:4]1[C:13]2[C:8](=[CH:9][CH:10]=[CH:11][CH:12]=2)[C:7]([CH:14]=[O:15])=[CH:6][CH:5]=1.Br[CH2:17][C:18]1[CH:23]=[CH:22][CH:21]=[CH:20][C:19]=1[F:24].Cl. Product: [F:24][C:19]1[CH:20]=[CH:21][CH:22]=[CH:23][C:18]=1[CH2:17][O:3][C:4]1[C:13]2[C:8](=[CH:9][CH:10]=[CH:11][CH:12]=2)[C:7]([CH:14]=[O:15])=[CH:6][CH:5]=1. The catalyst class is: 9. (3) Reactant: [C:1]([O:5][C:6](=[O:16])[NH:7][CH2:8][C:9]1[CH:14]=[CH:13][CH:12]=[C:11]([Cl:15])[CH:10]=1)([CH3:4])([CH3:3])[CH3:2].[H-].[Na+].[Cl:19][C:20]1[CH:25]=[N:24][CH:23]=[C:22](Cl)[N:21]=1.C(OCC)(=O)C. The catalyst class is: 3. Product: [C:1]([O:5][C:6](=[O:16])[N:7]([CH2:8][C:9]1[CH:14]=[CH:13][CH:12]=[C:11]([Cl:15])[CH:10]=1)[C:22]1[CH:23]=[N:24][CH:25]=[C:20]([Cl:19])[N:21]=1)([CH3:4])([CH3:2])[CH3:3]. (4) Reactant: Cl.[CH3:2][NH:3][O:4][CH3:5].[CH3:6][N:7]([S:26]([C:29]1[S:30][CH:31]=[CH:32][CH:33]=1)(=[O:28])=[O:27])[C:8]1[CH:9]=[CH:10][CH:11]=[C:12]2[C:16]=1[NH:15][C:14]([C:17]1[S:18][CH:19]([CH2:22][C:23]([OH:25])=O)[CH2:20][N:21]=1)=[CH:13]2.N1(O)C2C=CC=CC=2N=N1.Cl.CN(C)CCCN=C=NCC. Product: [CH3:5][O:4][N:3]([CH3:2])[C:23](=[O:25])[CH2:22][CH:19]1[S:18][C:17]([C:14]2[NH:15][C:16]3[C:12]([CH:13]=2)=[CH:11][CH:10]=[CH:9][C:8]=3[N:7]([CH3:6])[S:26]([C:29]2[S:30][CH:31]=[CH:32][CH:33]=2)(=[O:28])=[O:27])=[N:21][CH2:20]1. The catalyst class is: 842. (5) Reactant: C([O:3][C:4](=[O:49])[CH2:5][CH2:6][CH2:7][O:8][C:9]1[CH:14]=[CH:13][CH:12]=[C:11]([CH2:15][CH2:16][CH2:17][CH2:18][CH2:19][CH2:20][O:21][C:22]2[CH:27]=[C:26]([C:28](=[O:32])[CH:29]([CH3:31])[CH3:30])[CH:25]=[C:24]([C:33]3[CH:41]=[CH:40][C:36]4[O:37][CH2:38][O:39][C:35]=4[CH:34]=3)[CH:23]=2)[C:10]=1[CH2:42][CH2:43][C:44]([O:46]CC)=[O:45])C.[OH-].[Na+].Cl. Product: [O:37]1[C:36]2[CH:40]=[CH:41][C:33]([C:24]3[CH:23]=[C:22]([CH:27]=[C:26]([C:28](=[O:32])[CH:29]([CH3:30])[CH3:31])[CH:25]=3)[O:21][CH2:20][CH2:19][CH2:18][CH2:17][CH2:16][CH2:15][C:11]3[C:10]([CH2:42][CH2:43][C:44]([OH:46])=[O:45])=[C:9]([CH:14]=[CH:13][CH:12]=3)[O:8][CH2:7][CH2:6][CH2:5][C:4]([OH:49])=[O:3])=[CH:34][C:35]=2[O:39][CH2:38]1. The catalyst class is: 40. (6) Reactant: [CH:1]12[CH2:13][CH2:12][CH:8]([CH2:9][NH:10][CH2:11]1)[C:7]1[C:2]2=[CH:3][C:4]([NH2:14])=[CH:5][CH:6]=1.C([O-])([O-])=O.[Cs+].[Cs+].Br[CH2:22][C:23]#[N:24]. Product: [NH2:14][C:4]1[CH:3]=[C:2]2[C:7](=[CH:6][CH:5]=1)[CH:8]1[CH2:12][CH2:13][CH:1]2[CH2:11][N:10]([CH2:22][C:23]#[N:24])[CH2:9]1. The catalyst class is: 21. (7) Reactant: [H-].[Na+].[CH3:3][NH:4][C:5]1[C:10]([C:11]#[N:12])=[CH:9][N:8]=[CH:7][CH:6]=1.Br[CH2:14][C:15]([O:17][CH2:18][CH3:19])=[O:16]. Product: [CH2:18]([O:17][C:15]([C:14]1[N:4]([CH3:3])[C:5]2[CH:6]=[CH:7][N:8]=[CH:9][C:10]=2[C:11]=1[NH2:12])=[O:16])[CH3:19]. The catalyst class is: 3. (8) Reactant: [OH:1][CH2:2][C@@H:3]([C@H:5]([C@@H:7]([C@@H:9]([CH2:11][OH:12])[OH:10])[OH:8])[OH:6])[OH:4].[C:13]1(=[O:20])[O:19][C:17](=[O:18])[CH2:16][C:14]1=[CH2:15]. Product: [C:13]([OH:19])(=[O:20])[C:14]([CH2:16][C:17]([OH:1])=[O:18])=[CH2:15].[C:13]([OH:19])(=[O:20])[C:14]([CH2:16][C:17]([OH:1])=[O:18])=[CH2:15].[OH:12][CH2:11][C@@H:9]([C@H:7]([C@@H:5]([C@@H:3]([CH2:2][OH:1])[OH:4])[OH:6])[OH:8])[OH:10]. The catalyst class is: 5. (9) The catalyst class is: 41. Reactant: [F:1][C:2]([F:22])([F:21])[C@H:3]([OH:20])[CH2:4][NH:5][CH2:6][C:7]1[CH:12]=[CH:11][CH:10]=[C:9]([O:13][C:14]([F:19])([F:18])[CH:15]([F:17])[F:16])[CH:8]=1.Cl[C:24]1[N:29]=[C:28]([O:30][C:31]2[CH:36]=[CH:35][C:34]([Cl:37])=[C:33]([CH2:38][CH3:39])[CH:32]=2)[CH:27]=[CH:26][N:25]=1.C(N(C(C)C)CC)(C)C. Product: [Cl:37][C:34]1[CH:35]=[CH:36][C:31]([O:30][C:28]2[CH:27]=[CH:26][N:25]=[C:24]([N:5]([CH2:6][C:7]3[CH:12]=[CH:11][CH:10]=[C:9]([O:13][C:14]([F:19])([F:18])[CH:15]([F:16])[F:17])[CH:8]=3)[CH2:4][C@@H:3]([OH:20])[C:2]([F:21])([F:22])[F:1])[N:29]=2)=[CH:32][C:33]=1[CH2:38][CH3:39]. (10) Reactant: [F:1][C:2]([F:16])([F:15])[C:3]1[C:4](=[O:14])[NH:5][C:6](=[O:13])[N:7]([CH2:9][CH2:10][CH:11]=O)[CH:8]=1.[F:17][C:18]([F:32])([F:31])[C:19]1[CH:24]=[CH:23][C:22]([C@:25]23[CH2:30][C@H:29]2[CH2:28][NH:27][CH2:26]3)=[CH:21][CH:20]=1.CC(O)=O.[BH-](OC(C)=O)(OC(C)=O)OC(C)=O.[Na+].[Cl:51]CCCl. Product: [ClH:51].[F:1][C:2]([F:16])([F:15])[C:3]1[C:4](=[O:14])[NH:5][C:6](=[O:13])[N:7]([CH2:9][CH2:10][CH2:11][N:27]2[CH2:28][C@H:29]3[C@:25]([C:22]4[CH:21]=[CH:20][C:19]([C:18]([F:17])([F:32])[F:31])=[CH:24][CH:23]=4)([CH2:30]3)[CH2:26]2)[CH:8]=1. The catalyst class is: 13.